This data is from Peptide-MHC class II binding affinity with 134,281 pairs from IEDB. The task is: Regression. Given a peptide amino acid sequence and an MHC pseudo amino acid sequence, predict their binding affinity value. This is MHC class II binding data. (1) The MHC is HLA-DQA10102-DQB10502 with pseudo-sequence HLA-DQA10102-DQB10502. The binding affinity (normalized) is 0.252. The peptide sequence is IRYPLTFGWCFKLVPVDPREVEEA. (2) The peptide sequence is YFVAILDYLNHMAKE. The MHC is HLA-DQA10501-DQB10201 with pseudo-sequence HLA-DQA10501-DQB10201. The binding affinity (normalized) is 0.383. (3) The peptide sequence is CMTVQGGETMNSVIQ. The MHC is DRB1_0701 with pseudo-sequence DRB1_0701. The binding affinity (normalized) is 0.436. (4) The binding affinity (normalized) is 0.0638. The MHC is HLA-DPA10103-DPB10401 with pseudo-sequence HLA-DPA10103-DPB10401. The peptide sequence is PIIIDQKYCPNKICT. (5) The peptide sequence is IFGSLAFLPESFDGD. The MHC is HLA-DQA10501-DQB10301 with pseudo-sequence HLA-DQA10501-DQB10301. The binding affinity (normalized) is 0.661. (6) The peptide sequence is GELQIVDKIDAAIKI. The MHC is DRB5_0101 with pseudo-sequence DRB5_0101. The binding affinity (normalized) is 0.738. (7) The peptide sequence is FATCFLIPLTSQFFLP. The MHC is DRB1_1501 with pseudo-sequence DRB1_1501. The binding affinity (normalized) is 0.594. (8) The binding affinity (normalized) is 0.851. The MHC is DRB1_1501 with pseudo-sequence DRB1_1501. The peptide sequence is PEIWHHLSTLIKQPD. (9) The peptide sequence is INRQILDNAAKYVEH. The MHC is DRB1_0802 with pseudo-sequence DRB1_0802. The binding affinity (normalized) is 0.403. (10) The peptide sequence is PVQRHPRSLFPEFSE. The MHC is HLA-DQA10102-DQB10602 with pseudo-sequence HLA-DQA10102-DQB10602. The binding affinity (normalized) is 0.185.